From a dataset of Reaction yield outcomes from USPTO patents with 853,638 reactions. Predict the reaction yield, written as a fraction of the theoretical maximum amount of product (1.0 means a 100% yield; for example, 0.34 means a 34% yield). (1) The yield is 0.590. The reactants are O[C:2]1[CH:7]=[CH:6][N:5]=[CH:4][C:3]=1[NH:8][C:9](=O)[C:10]1[CH:15]=[CH:14][C:13]([N+:16]([O-:18])=[O:17])=[CH:12][CH:11]=1.P12(SP3(SP(SP(S3)(S1)=S)(=S)S2)=S)=[S:21]. The catalyst is N1C=CC=CC=1.CC1C=CC(C)=CC=1. The product is [N+:16]([C:13]1[CH:14]=[CH:15][C:10]([C:9]2[S:21][C:2]3[CH:7]=[CH:6][N:5]=[CH:4][C:3]=3[N:8]=2)=[CH:11][CH:12]=1)([O-:18])=[O:17]. (2) The reactants are C[N:2](C)[CH:3]=[CH:4][C:5]([C:7]1[C:12](=[O:13])[CH:11]=[CH:10][N:9]([C:14]2[CH:19]=[CH:18][C:17]([O:20][CH3:21])=[CH:16][CH:15]=2)[N:8]=1)=O.[C:23]1([NH:29]N)[CH:28]=[CH:27][CH:26]=[CH:25][CH:24]=1. The catalyst is CO. The product is [CH3:21][O:20][C:17]1[CH:18]=[CH:19][C:14]([N:9]2[CH:10]=[CH:11][C:12](=[O:13])[C:7]([C:5]3[N:29]([C:23]4[CH:28]=[CH:27][CH:26]=[CH:25][CH:24]=4)[N:2]=[CH:3][CH:4]=3)=[N:8]2)=[CH:15][CH:16]=1. The yield is 0.170. (3) The reactants are [C:1]([C:4]1[C:5](I)=[N:6][N:7]2[CH2:12][CH:11]([CH:13]3[CH2:15][CH2:14]3)[N:10]([C:16]([O:18][C:19]([CH3:22])([CH3:21])[CH3:20])=[O:17])[CH2:9][C:8]=12)(=[O:3])[NH2:2].[O-]P([O-])([O-])=O.[K+].[K+].[K+].[Cl:32][C:33]1[CH:34]=[C:35](B(O)O)[CH:36]=[CH:37][C:38]=1[F:39]. The catalyst is O1CCOCC1.C1C=CC(P(C2C=CC=CC=2)[C-]2C=CC=C2)=CC=1.C1C=CC(P(C2C=CC=CC=2)[C-]2C=CC=C2)=CC=1.Cl[Pd]Cl.[Fe+2].C(Cl)Cl. The product is [C:1]([C:4]1[C:5]([C:35]2[CH:36]=[CH:37][C:38]([F:39])=[C:33]([Cl:32])[CH:34]=2)=[N:6][N:7]2[CH2:12][CH:11]([CH:13]3[CH2:15][CH2:14]3)[N:10]([C:16]([O:18][C:19]([CH3:22])([CH3:21])[CH3:20])=[O:17])[CH2:9][C:8]=12)(=[O:3])[NH2:2]. The yield is 0.850. (4) The reactants are [C:1]([NH:5][C:6]([C:8]1[C:16]2[C:11](=[N:12][CH:13]=[C:14]([NH:17][C:18]3[O:22][N:21]=[C:20]([CH3:23])[CH:19]=3)[N:15]=2)[N:10](COCC[Si](C)(C)C)[CH:9]=1)=[O:7])([CH3:4])([CH3:3])[CH3:2].FC(F)(F)C(O)=O. The catalyst is ClCCl. The product is [C:1]([NH:5][C:6]([C:8]1[C:16]2[C:11](=[N:12][CH:13]=[C:14]([NH:17][C:18]3[O:22][N:21]=[C:20]([CH3:23])[CH:19]=3)[N:15]=2)[NH:10][CH:9]=1)=[O:7])([CH3:4])([CH3:3])[CH3:2]. The yield is 0.620. (5) The catalyst is CN(C=O)C.O. The product is [Cl:1][C:2]1[S:3][C:4]([N:8]([CH3:15])[C:9](=[O:14])[CH2:10][CH2:11][S:12][CH3:13])=[C:5]([Cl:7])[N:6]=1. The yield is 0.440. The reactants are [Cl:1][C:2]1[S:3][C:4]([NH:8][C:9](=[O:14])[CH2:10][CH2:11][S:12][CH3:13])=[C:5]([Cl:7])[N:6]=1.[C:15]([O-])([O-])=O.[K+].[K+].IC. (6) The reactants are [NH2:1][C@H:2]([CH3:5])[CH2:3][OH:4].[CH:6](=O)[C:7]1[CH:12]=[CH:11][CH:10]=[CH:9][CH:8]=1.[BH4-].[Na+].Cl. The catalyst is C1(C)C=CC=CC=1.O1CCOCC1.O. The product is [C:7]1([CH2:6][NH:1][C@H:2]([CH3:5])[CH2:3][OH:4])[CH:12]=[CH:11][CH:10]=[CH:9][CH:8]=1. The yield is 0.950.